Dataset: Forward reaction prediction with 1.9M reactions from USPTO patents (1976-2016). Task: Predict the product of the given reaction. Given the reactants [NH2:1][C:2]1[N:7]=[C:6]([N:8]2[CH2:13][CH2:12][O:11][CH2:10][CH2:9]2)[N:5]=[C:4]([NH:14][C:15](=[O:17])[CH3:16])[C:3]=1Br.[Cu][C:20]#[N:21], predict the reaction product. The product is: [NH2:1][C:2]1[N:7]=[C:6]([N:8]2[CH2:13][CH2:12][O:11][CH2:10][CH2:9]2)[N:5]=[C:4]([NH:14][C:15](=[O:17])[CH3:16])[C:3]=1[C:20]#[N:21].